Dataset: Catalyst prediction with 721,799 reactions and 888 catalyst types from USPTO. Task: Predict which catalyst facilitates the given reaction. (1) Reactant: [F:1][C:2]1[CH:13]=[CH:12][C:5]2[NH:6][C:7](=[O:11])[O:8][C:9](=[O:10])[C:4]=2[CH:3]=1.[H-].[Na+].[CH2:16](Br)[C:17]1[CH:22]=[CH:21][CH:20]=[CH:19][CH:18]=1. Product: [CH2:16]([N:6]1[C:5]2[CH:12]=[CH:13][C:2]([F:1])=[CH:3][C:4]=2[C:9](=[O:10])[O:8][C:7]1=[O:11])[C:17]1[CH:22]=[CH:21][CH:20]=[CH:19][CH:18]=1. The catalyst class is: 3. (2) Reactant: C[O:2][C:3]1[CH:4]=[C:5]2[C:10](=[CH:11][CH:12]=1)[C@@H:9]([C:13]1[CH:26]=[CH:25][C:16]([O:17][CH2:18][CH2:19][N:20]3[CH2:24][CH2:23][CH2:22][CH2:21]3)=[CH:15][CH:14]=1)[C@@H:8]([C:27]1[CH:32]=[CH:31][CH:30]=[CH:29][CH:28]=1)[CH2:7][CH2:6]2.B(Br)(Br)Br.C(=O)(O)[O-].[Na+]. Product: [CH:30]1[CH:31]=[CH:32][C:27]([C@@H:8]2[C@H:9]([C:13]3[CH:14]=[CH:15][C:16]([O:17][CH2:18][CH2:19][N:20]4[CH2:24][CH2:23][CH2:22][CH2:21]4)=[CH:25][CH:26]=3)[C:10]3[CH:11]=[CH:12][C:3]([OH:2])=[CH:4][C:5]=3[CH2:6][CH2:7]2)=[CH:28][CH:29]=1. The catalyst class is: 2. (3) Reactant: CC1(C)[O:9][C:8](=[O:10])[C:5]2([CH2:7][CH2:6]2)[C:4](=[O:11])O1.[NH2:13][C:14]1[C:15]([CH3:20])=[CH:16][CH:17]=[CH:18][CH:19]=1. Product: [O:11]=[C:4]1[CH:5]([C:8]([OH:9])=[O:10])[CH2:7][CH2:6][N:13]1[C:14]1[CH:19]=[CH:18][CH:17]=[CH:16][C:15]=1[CH3:20]. The catalyst class is: 8. (4) Reactant: [CH2:1]([O:8][C:9]1[CH:18]=[C:17]2[C:12]([CH:13]=[C:14]([O:20][CH3:21])[C:15](=[O:19])[O:16]2)=[CH:11][C:10]=1[N+:22]([O-])=O)[C:2]1[CH:7]=[CH:6][CH:5]=[CH:4][CH:3]=1.[O-]S(S([O-])=O)=O.[Na+].[Na+].CCOC(C)=O. Product: [NH2:22][C:10]1[CH:11]=[C:12]2[C:17](=[CH:18][C:9]=1[O:8][CH2:1][C:2]1[CH:7]=[CH:6][CH:5]=[CH:4][CH:3]=1)[O:16][C:15](=[O:19])[C:14]([O:20][CH3:21])=[CH:13]2. The catalyst class is: 20. (5) Reactant: [F:1][C:2]1[CH:10]=[CH:9][C:5]([C:6](Cl)=O)=[CH:4][CH:3]=1.Cl.[NH2:12][NH:13][C:14]([NH2:16])=[O:15].C(=O)(O)[O-].[Na+].[OH-].[Na+].Cl. Product: [F:1][C:2]1[CH:10]=[CH:9][C:5]([C:6]2[NH:16][C:14](=[O:15])[NH:13][N:12]=2)=[CH:4][CH:3]=1. The catalyst class is: 6. (6) Reactant: [CH2:1]([N:8]1[CH2:12][CH2:11][CH:10]([C:13](=[O:16])[CH2:14]Br)[C:9]1=[O:17])[C:2]1[CH:7]=[CH:6][CH:5]=[CH:4][CH:3]=1.C1OCCOCCOCCOCCOCCOC1.[F-:36].[K+]. The catalyst class is: 10. Product: [CH2:1]([N:8]1[CH2:12][CH2:11][CH:10]([C:13](=[O:16])[CH2:14][F:36])[C:9]1=[O:17])[C:2]1[CH:7]=[CH:6][CH:5]=[CH:4][CH:3]=1. (7) Reactant: Br[C:2]1[CH:7]=[CH:6][C:5]([F:8])=[CH:4][C:3]=1[F:9].C([Mg]Cl)(C)C.[Cl:15][C:16]1[N:17]([C:28]2[C:33]([F:34])=[CH:32][C:31]([F:35])=[CH:30][C:29]=2[Cl:36])[C:18]([C:22](N(OC)C)=[O:23])=[C:19]([CH3:21])[N:20]=1. Product: [Cl:15][C:16]1[N:17]([C:28]2[C:33]([F:34])=[CH:32][C:31]([F:35])=[CH:30][C:29]=2[Cl:36])[C:18]([C:22]([C:2]2[CH:7]=[CH:6][C:5]([F:8])=[CH:4][C:3]=2[F:9])=[O:23])=[C:19]([CH3:21])[N:20]=1. The catalyst class is: 30.